Dataset: Full USPTO retrosynthesis dataset with 1.9M reactions from patents (1976-2016). Task: Predict the reactants needed to synthesize the given product. (1) Given the product [CH3:1][O:2][C:3](=[O:13])[CH2:4][C:5]1[CH:10]=[C:9]([O:11][C:15]2[CH:22]=[CH:21][C:20]([C:23]([F:26])([F:25])[F:24])=[CH:19][C:16]=2[CH:17]=[O:18])[CH:8]=[CH:7][C:6]=1[Br:12], predict the reactants needed to synthesize it. The reactants are: [CH3:1][O:2][C:3](=[O:13])[CH2:4][C:5]1[CH:10]=[C:9]([OH:11])[CH:8]=[CH:7][C:6]=1[Br:12].F[C:15]1[CH:22]=[CH:21][C:20]([C:23]([F:26])([F:25])[F:24])=[CH:19][C:16]=1[CH:17]=[O:18]. (2) Given the product [CH:1]1([C:5]2[C:6]3[C:7](=[O:8])[NH:9][C:10]([C:12]4[C:20]5[C:19]6[CH:21]=[C:22]([F:25])[CH:23]=[N:24][C:18]=6[NH:17][C:16]=5[N:15]=[CH:14][CH:13]=4)=[N:11][C:26]=3[CH:27]=[N:28][CH:29]=2)[CH2:2][CH2:3][CH2:4]1, predict the reactants needed to synthesize it. The reactants are: [CH:1]1([C:5]2[CH:29]=[N:28][CH:27]=[C:26](F)[C:6]=2[C:7]([NH:9][C:10]([C:12]2[C:20]3[C:19]4[CH:21]=[C:22]([F:25])[CH:23]=[N:24][C:18]=4[NH:17][C:16]=3[N:15]=[CH:14][CH:13]=2)=[NH:11])=[O:8])[CH2:4][CH2:3][CH2:2]1.C(=O)([O-])[O-].[Cs+].[Cs+].